Dataset: Rat liver microsome stability data. Task: Regression/Classification. Given a drug SMILES string, predict its absorption, distribution, metabolism, or excretion properties. Task type varies by dataset: regression for continuous measurements (e.g., permeability, clearance, half-life) or binary classification for categorical outcomes (e.g., BBB penetration, CYP inhibition). Dataset: rlm. (1) The result is 1 (stable in rat liver microsomes). The compound is CC(=O)Nc1nc(-c2cn(S(=O)(=O)c3ccccc3)c3ccccc23)c[nH]1. (2) The molecule is COc1cccc(F)c1OC1CN(Cc2cnn(-c3ccccc3)c2C)C1. The result is 1 (stable in rat liver microsomes). (3) The drug is Nc1nc2c(s1)C(c1ccc(F)cc1F)CC(=O)N2. The result is 0 (unstable in rat liver microsomes). (4) The drug is COc1ccc2nc(O)c(-c3noc(-c4cccs4)n3)cc2c1. The result is 1 (stable in rat liver microsomes). (5) The compound is CC(C)(C)c1ccc(-c2nc3c(N4CCN(Cc5cnc6nc(O)c(O)nc6c5)CC4)cccc3[nH]2)cc1. The result is 1 (stable in rat liver microsomes). (6) The compound is CCc1ccc(-n2c(=O)c3cccnc3n2CC(=O)Nc2cc(OC)ccc2OC)cc1. The result is 1 (stable in rat liver microsomes). (7) The compound is O=C(O)CC1NCCc2c1[nH]c1ccc(OCc3ccc(C4CCCC4)c(C(F)(F)F)c3)cc21. The result is 0 (unstable in rat liver microsomes).